Dataset: Full USPTO retrosynthesis dataset with 1.9M reactions from patents (1976-2016). Task: Predict the reactants needed to synthesize the given product. (1) Given the product [N:8]([CH2:7][CH2:6][S:5][CH2:4][CH:1]1[CH2:3][CH2:2]1)=[C:9]=[O:10], predict the reactants needed to synthesize it. The reactants are: [CH:1]1([CH2:4][S:5][CH2:6][CH2:7][NH2:8])[CH2:3][CH2:2]1.[C:9](=O)(O)[O-:10].[Na+].C(Cl)(Cl)=O. (2) Given the product [CH3:45][N:43]([CH3:44])[S:40]([NH:39][CH2:38][CH2:37][CH2:36][CH2:35][C@H:22]([NH:21][C:15](=[O:16])[O:12][CH2:11][C:7]1([CH2:6][C:5]2[CH:4]=[CH:3][C:2]([F:1])=[CH:14][CH:13]=2)[CH2:8][CH2:9][CH2:10]1)[CH:23]([OH:34])[C:24](=[O:25])[NH:26][CH2:27][C:28]1[CH:29]=[N:30][CH:31]=[CH:32][CH:33]=1)(=[O:41])=[O:42], predict the reactants needed to synthesize it. The reactants are: [F:1][C:2]1[CH:14]=[CH:13][C:5]([CH2:6][C:7]2([CH2:11][OH:12])[CH2:10][CH2:9][CH2:8]2)=[CH:4][CH:3]=1.[C:15](Cl)(Cl)=[O:16].Cl.Cl.[NH2:21][C@@H:22]([CH2:35][CH2:36][CH2:37][CH2:38][NH:39][S:40]([N:43]([CH3:45])[CH3:44])(=[O:42])=[O:41])[CH:23]([OH:34])[C:24]([NH:26][CH2:27][C:28]1[CH:29]=[N:30][CH:31]=[CH:32][CH:33]=1)=[O:25].C(N(CC)CC)C. (3) Given the product [I:1][C:2]1[CH:3]=[CH:4][C:5]2[N:6]([CH:8]=[C:9]([NH:11][C:17](=[O:18])[CH2:16][N:14]([CH3:15])[CH3:13])[N:10]=2)[N:7]=1, predict the reactants needed to synthesize it. The reactants are: [I:1][C:2]1[CH:3]=[CH:4][C:5]2[N:6]([CH:8]=[C:9]([NH2:11])[N:10]=2)[N:7]=1.Cl.[CH3:13][N:14]([CH2:16][C:17](Cl)=[O:18])[CH3:15].